From a dataset of Experimentally validated miRNA-target interactions with 360,000+ pairs, plus equal number of negative samples. Binary Classification. Given a miRNA mature sequence and a target amino acid sequence, predict their likelihood of interaction. The miRNA is hsa-miR-1265 with sequence CAGGAUGUGGUCAAGUGUUGUU. The protein sequence of the target gene is MFKRMAEFGPDSGGRVKGVTIVKPIVYGNVARYFGKKREEDGHTHQWTVYVKPYRNEDMSAYVKKIQFKLHESYGNPLRVVTKPPYEITETGWGEFEIIIKIFFIDPNERPVTLYHLLKLFQSDTNAMLGKKTVVSEFYDEMIFQDPTAMMQQLLTTSRQLTLGAYKHETEFAELEVKTREKLEAAKKKTSFEIAELKERLKASRETINCLKNEIRKLEEDDQAKDI. Result: 0 (no interaction).